This data is from Full USPTO retrosynthesis dataset with 1.9M reactions from patents (1976-2016). The task is: Predict the reactants needed to synthesize the given product. Given the product [Br:18][C:5]1[CH:4]=[C:3]2[C:2]3([N:1]=[C:22]([NH2:23])[CH2:21][O:20][CH2:19]3)[C:15]3[C:10](=[N:11][CH:12]=[C:13]([Cl:16])[CH:14]=3)[O:9][C:8]2=[CH:7][C:6]=1[F:17], predict the reactants needed to synthesize it. The reactants are: [NH2:1][C:2]1([CH2:19][O:20][CH2:21][C:22]#[N:23])[C:15]2[C:10](=[N:11][CH:12]=[C:13]([Cl:16])[CH:14]=2)[O:9][C:8]2[C:3]1=[CH:4][C:5]([Br:18])=[C:6]([F:17])[CH:7]=2.C[Al](C)C.